From a dataset of NCI-60 drug combinations with 297,098 pairs across 59 cell lines. Regression. Given two drug SMILES strings and cell line genomic features, predict the synergy score measuring deviation from expected non-interaction effect. (1) Drug 1: C1=NC2=C(N1)C(=S)N=C(N2)N. Drug 2: C(CN)CNCCSP(=O)(O)O. Cell line: UACC-257. Synergy scores: CSS=6.60, Synergy_ZIP=-9.15, Synergy_Bliss=-3.55, Synergy_Loewe=-14.0, Synergy_HSA=-3.72. (2) Drug 2: CC1C(C(CC(O1)OC2CC(CC3=C2C(=C4C(=C3O)C(=O)C5=C(C4=O)C(=CC=C5)OC)O)(C(=O)C)O)N)O.Cl. Drug 1: CC12CCC(CC1=CCC3C2CCC4(C3CC=C4C5=CN=CC=C5)C)O. Synergy scores: CSS=21.3, Synergy_ZIP=-5.47, Synergy_Bliss=3.98, Synergy_Loewe=-5.23, Synergy_HSA=1.57. Cell line: SK-MEL-28. (3) Drug 1: C1=NNC2=C1C(=O)NC=N2. Drug 2: CC12CCC3C(C1CCC2OP(=O)(O)O)CCC4=C3C=CC(=C4)OC(=O)N(CCCl)CCCl.[Na+]. Cell line: U251. Synergy scores: CSS=2.19, Synergy_ZIP=0.221, Synergy_Bliss=2.78, Synergy_Loewe=-1.86, Synergy_HSA=-2.61. (4) Drug 1: C1CN(P(=O)(OC1)NCCCl)CCCl. Drug 2: C(CN)CNCCSP(=O)(O)O. Cell line: MOLT-4. Synergy scores: CSS=3.64, Synergy_ZIP=-2.31, Synergy_Bliss=-2.95, Synergy_Loewe=0.0870, Synergy_HSA=-2.74. (5) Drug 1: CN(C)N=NC1=C(NC=N1)C(=O)N. Drug 2: C(=O)(N)NO. Cell line: SF-295. Synergy scores: CSS=4.29, Synergy_ZIP=-3.82, Synergy_Bliss=-6.17, Synergy_Loewe=-4.73, Synergy_HSA=-3.51. (6) Drug 1: CNC(=O)C1=CC=CC=C1SC2=CC3=C(C=C2)C(=NN3)C=CC4=CC=CC=N4. Drug 2: C1CNP(=O)(OC1)N(CCCl)CCCl. Cell line: MOLT-4. Synergy scores: CSS=6.46, Synergy_ZIP=-4.26, Synergy_Bliss=-3.25, Synergy_Loewe=-32.6, Synergy_HSA=-4.26. (7) Drug 1: CC1=C2C(C(=O)C3(C(CC4C(C3C(C(C2(C)C)(CC1OC(=O)C(C(C5=CC=CC=C5)NC(=O)C6=CC=CC=C6)O)O)OC(=O)C7=CC=CC=C7)(CO4)OC(=O)C)O)C)OC(=O)C. Drug 2: CC1=C2C(C(=O)C3(C(CC4C(C3C(C(C2(C)C)(CC1OC(=O)C(C(C5=CC=CC=C5)NC(=O)OC(C)(C)C)O)O)OC(=O)C6=CC=CC=C6)(CO4)OC(=O)C)O)C)O. Cell line: U251. Synergy scores: CSS=33.6, Synergy_ZIP=10.2, Synergy_Bliss=10.3, Synergy_Loewe=10.3, Synergy_HSA=11.1.